Dataset: NCI-60 drug combinations with 297,098 pairs across 59 cell lines. Task: Regression. Given two drug SMILES strings and cell line genomic features, predict the synergy score measuring deviation from expected non-interaction effect. (1) Drug 1: CC1OCC2C(O1)C(C(C(O2)OC3C4COC(=O)C4C(C5=CC6=C(C=C35)OCO6)C7=CC(=C(C(=C7)OC)O)OC)O)O. Drug 2: C1CC(=O)NC(=O)C1N2C(=O)C3=CC=CC=C3C2=O. Cell line: MCF7. Synergy scores: CSS=29.1, Synergy_ZIP=2.25, Synergy_Bliss=2.43, Synergy_Loewe=-13.9, Synergy_HSA=1.97. (2) Drug 1: C1CCC(CC1)NC(=O)N(CCCl)N=O. Drug 2: C1=CN(C=N1)CC(O)(P(=O)(O)O)P(=O)(O)O. Cell line: DU-145. Synergy scores: CSS=5.00, Synergy_ZIP=-2.29, Synergy_Bliss=-2.23, Synergy_Loewe=-3.64, Synergy_HSA=-3.10. (3) Drug 1: CN(C)N=NC1=C(NC=N1)C(=O)N. Drug 2: CC(C1=C(C=CC(=C1Cl)F)Cl)OC2=C(N=CC(=C2)C3=CN(N=C3)C4CCNCC4)N. Cell line: MOLT-4. Synergy scores: CSS=19.8, Synergy_ZIP=-2.36, Synergy_Bliss=-6.34, Synergy_Loewe=-8.19, Synergy_HSA=-7.28. (4) Cell line: 786-0. Synergy scores: CSS=25.7, Synergy_ZIP=-13.2, Synergy_Bliss=-12.6, Synergy_Loewe=-11.7, Synergy_HSA=-13.7. Drug 2: C1=NC2=C(N=C(N=C2N1C3C(C(C(O3)CO)O)O)F)N. Drug 1: C1=CC(=CC=C1CCCC(=O)O)N(CCCl)CCCl.